Dataset: Full USPTO retrosynthesis dataset with 1.9M reactions from patents (1976-2016). Task: Predict the reactants needed to synthesize the given product. (1) Given the product [F:31][C:29]1[CH:30]=[C:25]([CH2:24][C:23]([NH:22][CH2:21][C:11]2([C:14]3[CH:15]=[CH:16][C:17]([I:20])=[CH:18][CH:19]=3)[CH2:12][CH2:13][NH:8][CH2:9][CH2:10]2)=[O:33])[CH:26]=[C:27]([F:32])[CH:28]=1, predict the reactants needed to synthesize it. The reactants are: C(OC([N:8]1[CH2:13][CH2:12][C:11]([CH2:21][NH:22][C:23](=[O:33])[CH2:24][C:25]2[CH:30]=[C:29]([F:31])[CH:28]=[C:27]([F:32])[CH:26]=2)([C:14]2[CH:19]=[CH:18][C:17]([I:20])=[CH:16][CH:15]=2)[CH2:10][CH2:9]1)=O)(C)(C)C.C(O)(C(F)(F)F)=O. (2) Given the product [Cl:1][C:2]1[CH:7]=[CH:6][CH:5]=[C:4]([Cl:8])[C:3]=1[CH2:9][S:10]([C:13]1[CH:14]=[C:15]2[C:19](=[CH:20][CH:21]=1)[NH:18][C:17](=[O:22])/[C:16]/2=[CH:23]\[C:24]1[NH:28][C:27]([CH3:29])=[C:26]([C:30]([N:40]2[CH2:35][CH2:34][CH2:39][C@H:38]2[CH2:54][N:52]2[CH2:51][CH2:50][C@@H:49]([OH:59])[CH2:53]2)=[O:32])[C:25]=1[CH3:33])(=[O:11])=[O:12], predict the reactants needed to synthesize it. The reactants are: [Cl:1][C:2]1[CH:7]=[CH:6][CH:5]=[C:4]([Cl:8])[C:3]=1[CH2:9][S:10]([C:13]1[CH:14]=[C:15]2[C:19](=[CH:20][CH:21]=1)[NH:18][C:17](=[O:22])/[C:16]/2=[CH:23]\[C:24]1[NH:28][C:27]([CH3:29])=[C:26]([C:30]([OH:32])=O)[C:25]=1[CH3:33])(=[O:12])=[O:11].[CH:34]1[CH:35]=CC2N(O)N=[N:40][C:38]=2[CH:39]=1.CCN=C=N[CH2:49][CH2:50][CH2:51][N:52]([CH3:54])[CH3:53].CN(C=[O:59])C. (3) Given the product [Cl:15][C:16]1[C:17]([F:38])=[C:18]([CH:27]2[CH2:30][N:29]([C:31]([O:33][C:34]([CH3:37])([CH3:36])[CH3:35])=[O:32])[CH2:28]2)[C:19]([O:25][CH3:26])=[C:20]([CH:22]([Cl:3])[CH3:23])[CH:21]=1, predict the reactants needed to synthesize it. The reactants are: N1C(Cl)=NC(Cl)=NC=1[Cl:3].CN(C)C=O.[Cl:15][C:16]1[C:17]([F:38])=[C:18]([CH:27]2[CH2:30][N:29]([C:31]([O:33][C:34]([CH3:37])([CH3:36])[CH3:35])=[O:32])[CH2:28]2)[C:19]([O:25][CH3:26])=[C:20]([CH:22](O)[CH3:23])[CH:21]=1.O. (4) Given the product [N+:1]([C:4]1[CH:8]([CH:9]([CH2:11][CH2:12][CH3:13])[CH3:10])[S:7][CH2:6][CH:5]=1)([O-:3])=[O:2], predict the reactants needed to synthesize it. The reactants are: [N+:1]([CH:4]1[CH:8]([CH:9]([CH2:11][CH2:12][CH3:13])[CH3:10])[S:7][CH2:6][CH:5]1O)([O-:3])=[O:2].S(Cl)(C)(=O)=O.C(N(CC)CC)C.O. (5) Given the product [O:1]=[C:2]1[CH2:6][C:5]2([CH2:7][CH2:8][CH:9]([C:12]([OH:14])=[O:13])[CH2:10][CH2:11]2)[CH2:4][N:3]1[C:17]1[CH:18]=[CH:19][CH:20]=[CH:21][CH:22]=1, predict the reactants needed to synthesize it. The reactants are: [O:1]=[C:2]1[CH2:6][C:5]2([CH2:11][CH2:10][CH:9]([C:12]([O:14]CC)=[O:13])[CH2:8][CH2:7]2)[CH2:4][N:3]1[C:17]1[CH:22]=[CH:21][CH:20]=[CH:19][CH:18]=1.[OH-].[Na+]. (6) Given the product [CH2:31]1[C:32]2[C:28](=[CH:27][C:26]([N:24]([CH3:25])[C:22](=[O:23])[C@@H:21]([NH:20][C:11]([NH:10][S:7]([C:1]3[CH:2]=[CH:3][CH:4]=[CH:5][CH:6]=3)(=[O:8])=[O:9])=[O:12])[CH2:35][C:36]3[CH:41]=[CH:40][CH:39]=[CH:38][CH:37]=3)=[CH:34][CH:33]=2)[CH2:29][CH2:30]1, predict the reactants needed to synthesize it. The reactants are: [C:1]1([S:7]([N:10]=[C:11]=[O:12])(=[O:9])=[O:8])[CH:6]=[CH:5][CH:4]=[CH:3][CH:2]=1.C(O)(C(F)(F)F)=O.[NH2:20][C@@H:21]([CH2:35][C:36]1[CH:41]=[CH:40][CH:39]=[CH:38][CH:37]=1)[C:22]([N:24]([C:26]1[CH:27]=[C:28]2[C:32](=[CH:33][CH:34]=1)[CH2:31][CH2:30][CH2:29]2)[CH3:25])=[O:23].C(N(CC)CC)C.